This data is from Peptide-MHC class I binding affinity with 185,985 pairs from IEDB/IMGT. The task is: Regression. Given a peptide amino acid sequence and an MHC pseudo amino acid sequence, predict their binding affinity value. This is MHC class I binding data. (1) The peptide sequence is KPPRGVLLY. The MHC is HLA-A69:01 with pseudo-sequence HLA-A69:01. The binding affinity (normalized) is 0.0847. (2) The peptide sequence is LEDDSQVDLA. The MHC is HLA-B45:01 with pseudo-sequence HLA-B45:01. The binding affinity (normalized) is 0.165.